From a dataset of Catalyst prediction with 721,799 reactions and 888 catalyst types from USPTO. Predict which catalyst facilitates the given reaction. (1) Reactant: [OH-].[Na+].[CH:3]1([C:8]2[C:13]([C:14]([O:16]C)=[O:15])=[CH:12][N:11]=[C:10]([NH:18][C@H:19]3[CH2:23][CH2:22][O:21][CH2:20]3)[N:9]=2)[CH2:7][CH2:6][CH2:5][CH2:4]1. Product: [CH:3]1([C:8]2[C:13]([C:14]([OH:16])=[O:15])=[CH:12][N:11]=[C:10]([NH:18][C@H:19]3[CH2:23][CH2:22][O:21][CH2:20]3)[N:9]=2)[CH2:4][CH2:5][CH2:6][CH2:7]1. The catalyst class is: 5. (2) Reactant: [Br:1][C:2]1[CH:7]=[CH:6][C:5]([F:8])=[C:4]([CH2:9]Br)[C:3]=1[F:11].O.C(=O)([O-])[O-:14].[Ca+2].Cl. Product: [Br:1][C:2]1[C:3]([F:11])=[C:4]([CH2:9][OH:14])[C:5]([F:8])=[CH:6][CH:7]=1. The catalyst class is: 12. (3) Reactant: [Cl:1][C:2]1[CH:7]=[CH:6][C:5]([C:8]2[N:9]=[C:10]([N:17]3[CH:21]=[CH:20][N:19]=[C:18]3[CH3:22])[O:11][C:12]=2[CH2:13][CH2:14][CH2:15][OH:16])=[CH:4][CH:3]=1.O[CH:24]1[CH2:33][CH2:32][C:31]2[C:26](=[CH:27][CH:28]=[CH:29][CH:30]=2)[CH2:25]1.C(P(CCCC)CCCC)CCC.N(C(N1CCCCC1)=O)=NC(N1CCCCC1)=O. Product: [Cl:1][C:2]1[CH:3]=[CH:4][C:5]([C:8]2[N:9]=[C:10]([N:17]3[CH:21]=[CH:20][N:19]=[C:18]3[CH3:22])[O:11][C:12]=2[CH2:13][CH2:14][CH2:15][O:16][C:24]2[CH:33]=[CH:32][C:31]3[CH2:30][CH2:29][CH2:28][CH2:27][C:26]=3[CH:25]=2)=[CH:6][CH:7]=1. The catalyst class is: 7. (4) Reactant: C(O[CH:5]([C:7]1[CH:12]=[C:11]([O:13][C:14](=[O:16])[CH3:15])[CH:10]=[C:9]([O:17][C:18](=[O:20])[CH3:19])[CH:8]=1)[CH3:6])(=O)C. Product: [C:14]([O:13][C:11]1[CH:12]=[C:7]([CH:8]=[C:9]([O:17][C:18](=[O:20])[CH3:19])[CH:10]=1)[CH:5]=[CH2:6])(=[O:16])[CH3:15]. The catalyst class is: 11.